From a dataset of Forward reaction prediction with 1.9M reactions from USPTO patents (1976-2016). Predict the product of the given reaction. (1) Given the reactants C1(C)C=CC=CC=1.C[Zn]C.[C:11]([O:14][C:15](=[O:17])[CH3:16])(=O)[CH3:12].[C:18]1(=O)[CH2:32][CH2:31]C[CH2:29][CH2:28][CH2:27][CH2:26][CH2:25][CH2:24][CH2:23][CH2:22][CH2:21][CH:20]=[CH:19]1, predict the reaction product. The product is: [C:15]([O:14][C:11]1[CH2:31][CH2:32][CH2:18][CH2:19][CH2:20][CH2:21][CH2:22][CH2:23][CH2:24][CH2:25][CH2:26][CH2:27][C@@H:28]([CH3:29])[CH:12]=1)(=[O:17])[CH3:16]. (2) Given the reactants [Cl:1][C:2]1[CH:3]=[C:4]([CH:46]=[C:47]([Cl:49])[CH:48]=1)[CH2:5][N:6]([CH2:24][C:25]1[CH:30]=[C:29]([C:31]([F:34])([F:33])[F:32])[CH:28]=[CH:27][C:26]=1[C:35]1[CH:40]=[C:39]([CH:41]([CH3:43])[CH3:42])[CH:38]=[CH:37][C:36]=1[O:44][CH3:45])[C:7]1[N:12]=[CH:11][C:10]([O:13][CH2:14][CH2:15][CH2:16][C:17]([O:19]C(C)(C)C)=[O:18])=[CH:9][N:8]=1.Cl.O1CCOCC1, predict the reaction product. The product is: [Cl:1][C:2]1[CH:3]=[C:4]([CH:46]=[C:47]([Cl:49])[CH:48]=1)[CH2:5][N:6]([CH2:24][C:25]1[CH:30]=[C:29]([C:31]([F:32])([F:33])[F:34])[CH:28]=[CH:27][C:26]=1[C:35]1[CH:40]=[C:39]([CH:41]([CH3:43])[CH3:42])[CH:38]=[CH:37][C:36]=1[O:44][CH3:45])[C:7]1[N:8]=[CH:9][C:10]([O:13][CH2:14][CH2:15][CH2:16][C:17]([OH:19])=[O:18])=[CH:11][N:12]=1. (3) Given the reactants [Br:1][C:2]1[CH:11]=[C:10]2[C:5]([CH2:6][CH2:7][N:8]([C:15](=O)[C:16]([N:18]([CH3:31])[C:19]([CH3:30])([CH2:21][CH2:22][C:23]#[C:24][C:25]3[S:26][CH:27]=[CH:28][CH:29]=3)[CH3:20])=[O:17])[CH:9]2C(O)=O)=[CH:4][C:3]=1[O:33][CH3:34].C([O-])(=O)C.[Na+].[NH4+].[OH-].C(OC(C)C)(C)C, predict the reaction product. The product is: [CH3:31][N:18]1[C:19]([CH3:20])([CH3:30])[CH2:21][CH2:22][C:23]2[C:24]([C:25]3[S:26][CH:27]=[CH:28][CH:29]=3)=[C:9]3[C:10]4[CH:11]=[C:2]([Br:1])[C:3]([O:33][CH3:34])=[CH:4][C:5]=4[CH2:6][CH2:7][N:8]3[C:15]=2[C:16]1=[O:17]. (4) Given the reactants [CH2:1]([C:8]1[CH:13]=[C:12]([Br:14])[CH:11]=[C:10](Br)[CH:9]=1)[C:2]1[CH:7]=[CH:6][CH:5]=[CH:4][CH:3]=1.[Li]CCCC.CN([CH:24]=[O:25])C, predict the reaction product. The product is: [CH2:1]([C:8]1[CH:9]=[C:10]([CH:11]=[C:12]([Br:14])[CH:13]=1)[CH:24]=[O:25])[C:2]1[CH:3]=[CH:4][CH:5]=[CH:6][CH:7]=1. (5) Given the reactants C([C@H]1[O:9][C:8](=[O:10])[C@:7]([C:17]2[CH2:21][CH2:20][CH2:19][CH:18]=2)([C:11]2[CH:16]=[CH:15][CH:14]=[CH:13][CH:12]=2)[O:6]1)(C)(C)C.CO.O.[OH-].[K+].[Cl-].[NH4+], predict the reaction product. The product is: [C:17]1([C@:7]([OH:6])([C:11]2[CH:12]=[CH:13][CH:14]=[CH:15][CH:16]=2)[C:8]([OH:10])=[O:9])[CH2:21][CH2:20][CH2:19][CH:18]=1. (6) Given the reactants [C:1](Cl)(=[O:10])[CH:2]=[CH:3][C:4]1[CH:9]=[CH:8][CH:7]=[CH:6][CH:5]=1.C([O:14]CC)C.[CH2:17]1C[O:20][CH2:19][CH2:18]1, predict the reaction product. The product is: [C:1]([O-:10])(=[O:14])[CH:2]=[CH:3][C:4]1[CH:9]=[CH:8][CH:7]=[CH:6][CH:5]=1.[CH2:19]([O:20][C:1](=[O:10])[CH:2]=[CH2:3])[CH2:18][CH3:17].